Dataset: Forward reaction prediction with 1.9M reactions from USPTO patents (1976-2016). Task: Predict the product of the given reaction. (1) Given the reactants Cl.[NH2:2][C:3]1[CH:8]=[CH:7][CH:6]=[C:5]([Br:9])[C:4]=1[OH:10].C(OCC)(=O)C.C(=O)([O-])O.[Na+].[Cl:22][CH:23]([C:27]1[CH:32]=[CH:31][CH:30]=[CH:29][CH:28]=1)[C:24](Cl)=[O:25], predict the reaction product. The product is: [Br:9][C:5]1[C:4]([OH:10])=[C:3]([NH:2][C:24](=[O:25])[CH:23]([Cl:22])[C:27]2[CH:32]=[CH:31][CH:30]=[CH:29][CH:28]=2)[CH:8]=[CH:7][CH:6]=1. (2) Given the reactants [C:1]([C:5]1[CH:10]=[C:9]([C:11]([CH3:14])([CH3:13])[CH3:12])[CH:8]=[C:7]([CH2:15][N:16]([CH3:18])C)[C:6]=1[OH:19])([CH3:4])([CH3:3])[CH3:2], predict the reaction product. The product is: [C:1]([C:5]1[CH:10]=[C:9]([C:11]([CH3:14])([CH3:12])[CH3:13])[CH:8]=[C:7]([CH2:15][NH:16][CH:18]2[CH2:7][CH2:6][CH2:5][CH2:1][CH2:2]2)[C:6]=1[OH:19])([CH3:4])([CH3:3])[CH3:2].